From a dataset of NCI-60 drug combinations with 297,098 pairs across 59 cell lines. Regression. Given two drug SMILES strings and cell line genomic features, predict the synergy score measuring deviation from expected non-interaction effect. (1) Drug 1: CC1=CC2C(CCC3(C2CCC3(C(=O)C)OC(=O)C)C)C4(C1=CC(=O)CC4)C. Drug 2: CCC(=C(C1=CC=CC=C1)C2=CC=C(C=C2)OCCN(C)C)C3=CC=CC=C3.C(C(=O)O)C(CC(=O)O)(C(=O)O)O. Cell line: HT29. Synergy scores: CSS=-4.29, Synergy_ZIP=0.634, Synergy_Bliss=-1.38, Synergy_Loewe=-3.93, Synergy_HSA=-3.48. (2) Drug 1: CCCS(=O)(=O)NC1=C(C(=C(C=C1)F)C(=O)C2=CNC3=C2C=C(C=N3)C4=CC=C(C=C4)Cl)F. Drug 2: CCCS(=O)(=O)NC1=C(C(=C(C=C1)F)C(=O)C2=CNC3=C2C=C(C=N3)C4=CC=C(C=C4)Cl)F. Cell line: TK-10. Synergy scores: CSS=18.7, Synergy_ZIP=0.345, Synergy_Bliss=6.27, Synergy_Loewe=6.84, Synergy_HSA=6.88. (3) Drug 1: CCCS(=O)(=O)NC1=C(C(=C(C=C1)F)C(=O)C2=CNC3=C2C=C(C=N3)C4=CC=C(C=C4)Cl)F. Drug 2: C1CCN(CC1)CCOC2=CC=C(C=C2)C(=O)C3=C(SC4=C3C=CC(=C4)O)C5=CC=C(C=C5)O. Cell line: HCT-15. Synergy scores: CSS=7.83, Synergy_ZIP=1.57, Synergy_Bliss=6.29, Synergy_Loewe=2.66, Synergy_HSA=3.61. (4) Drug 1: C1=C(C(=O)NC(=O)N1)N(CCCl)CCCl. Drug 2: C1=NC2=C(N1)C(=S)N=C(N2)N. Cell line: OVCAR3. Synergy scores: CSS=62.7, Synergy_ZIP=2.63, Synergy_Bliss=2.88, Synergy_Loewe=-13.5, Synergy_HSA=6.04. (5) Drug 1: C1CC(=O)NC(=O)C1N2CC3=C(C2=O)C=CC=C3N. Drug 2: CC1=C2C(C(=O)C3(C(CC4C(C3C(C(C2(C)C)(CC1OC(=O)C(C(C5=CC=CC=C5)NC(=O)OC(C)(C)C)O)O)OC(=O)C6=CC=CC=C6)(CO4)OC(=O)C)O)C)O. Cell line: UACC62. Synergy scores: CSS=28.8, Synergy_ZIP=6.11, Synergy_Bliss=8.29, Synergy_Loewe=-8.89, Synergy_HSA=8.02. (6) Drug 1: C1=NC(=NC(=O)N1C2C(C(C(O2)CO)O)O)N. Drug 2: C1CC(=O)NC(=O)C1N2C(=O)C3=CC=CC=C3C2=O. Cell line: NCI-H322M. Synergy scores: CSS=27.9, Synergy_ZIP=-7.18, Synergy_Bliss=1.90, Synergy_Loewe=-19.9, Synergy_HSA=1.27. (7) Drug 1: CC1C(C(CC(O1)OC2CC(CC3=C2C(=C4C(=C3O)C(=O)C5=C(C4=O)C(=CC=C5)OC)O)(C(=O)CO)O)N)O.Cl. Drug 2: COC1=CC(=CC(=C1O)OC)C2C3C(COC3=O)C(C4=CC5=C(C=C24)OCO5)OC6C(C(C7C(O6)COC(O7)C8=CC=CS8)O)O. Cell line: SF-268. Synergy scores: CSS=30.2, Synergy_ZIP=0.751, Synergy_Bliss=3.32, Synergy_Loewe=-12.6, Synergy_HSA=2.65. (8) Cell line: MDA-MB-435. Drug 2: CCN(CC)CCCC(C)NC1=C2C=C(C=CC2=NC3=C1C=CC(=C3)Cl)OC. Synergy scores: CSS=56.5, Synergy_ZIP=-2.97, Synergy_Bliss=-1.36, Synergy_Loewe=-0.991, Synergy_HSA=-1.14. Drug 1: CC1C(C(CC(O1)OC2CC(OC(C2O)C)OC3=CC4=CC5=C(C(=O)C(C(C5)C(C(=O)C(C(C)O)O)OC)OC6CC(C(C(O6)C)O)OC7CC(C(C(O7)C)O)OC8CC(C(C(O8)C)O)(C)O)C(=C4C(=C3C)O)O)O)O. (9) Drug 1: CC1C(C(=O)NC(C(=O)N2CCCC2C(=O)N(CC(=O)N(C(C(=O)O1)C(C)C)C)C)C(C)C)NC(=O)C3=C4C(=C(C=C3)C)OC5=C(C(=O)C(=C(C5=N4)C(=O)NC6C(OC(=O)C(N(C(=O)CN(C(=O)C7CCCN7C(=O)C(NC6=O)C(C)C)C)C)C(C)C)C)N)C. Drug 2: COC1=C2C(=CC3=C1OC=C3)C=CC(=O)O2. Cell line: NCI/ADR-RES. Synergy scores: CSS=3.08, Synergy_ZIP=-0.247, Synergy_Bliss=2.39, Synergy_Loewe=-5.74, Synergy_HSA=-1.00.